Dataset: Full USPTO retrosynthesis dataset with 1.9M reactions from patents (1976-2016). Task: Predict the reactants needed to synthesize the given product. Given the product [CH3:10][N:11]1[CH:12]=[C:13]([CH:17]2[O:21][CH2:20][CH2:19][O:18]2)[CH:14]=[CH:15][C:16]1=[O:1], predict the reactants needed to synthesize it. The reactants are: [OH-:1].[K+].C1(C)C=CC=CC=1.[CH3:10][N:11]1[CH:16]=[CH:15][CH:14]=[C:13]([CH:17]2[O:21][CH2:20][CH2:19][O:18]2)[C:12]1=O.